Dataset: Reaction yield outcomes from USPTO patents with 853,638 reactions. Task: Predict the reaction yield, written as a fraction of the theoretical maximum amount of product (1.0 means a 100% yield; for example, 0.34 means a 34% yield). (1) The yield is 0.940. The catalyst is CO.[Pd]. The reactants are C([O:8][C:9]1[CH:14]=[C:13]([O:15]CC2C=CC=CC=2)[C:12]([CH:23]([CH3:25])[CH3:24])=[CH:11][C:10]=1[C:26]1[N:27]([C:32]2[CH:37]=[CH:36][C:35]([O:38][CH3:39])=[C:34]([N:40]([CH3:44])[CH2:41][CH2:42][CH3:43])[CH:33]=2)[C:28]([OH:31])=[N:29][N:30]=1)C1C=CC=CC=1. The product is [OH:31][C:28]1[N:27]([C:32]2[CH:37]=[CH:36][C:35]([O:38][CH3:39])=[C:34]([N:40]([CH3:44])[CH2:41][CH2:42][CH3:43])[CH:33]=2)[C:26]([C:10]2[CH:11]=[C:12]([CH:23]([CH3:24])[CH3:25])[C:13]([OH:15])=[CH:14][C:9]=2[OH:8])=[N:30][N:29]=1. (2) The reactants are [C:1]([C:4]1[CH:9]=[C:8]([F:10])[CH:7]=[CH:6][C:5]=1[S:11][C:12]1[CH:20]=[C:19]([CH3:21])[CH:18]=[CH:17][C:13]=1[C:14](O)=[O:15])(O)=[O:2].S(C1C=CC=CC=1C(OC)=O)C1C=CC=CC=1C(OC)=O. No catalyst specified. The product is [F:10][C:8]1[CH:7]=[CH:6][C:5]([S:11][C:12]2[CH:20]=[C:19]([CH3:21])[CH:18]=[CH:17][C:13]=2[CH2:14][OH:15])=[C:4]([CH2:1][OH:2])[CH:9]=1. The yield is 0.760. (3) The reactants are [Cl:1][C:2]1[CH:12]=[C:11]([NH:13][CH:14]2[CH2:16][CH2:15]2)[C:5]([C:6]([O:8]CC)=[O:7])=[CH:4][N:3]=1.O[Li].O.O. The catalyst is CCO. The product is [Cl:1][C:2]1[CH:12]=[C:11]([NH:13][CH:14]2[CH2:15][CH2:16]2)[C:5]([C:6]([OH:8])=[O:7])=[CH:4][N:3]=1. The yield is 0.820. (4) The reactants are [Br:1][C:2]1[CH:11]=[C:10]2[C:5]([NH:6][C:7](=O)[C:8]3[N:9]2[CH:12]=[CH:13][N:14]=3)=[CH:4][C:3]=1[C:16]([F:19])([F:18])[F:17].CN(C)C1C=CC=CC=1.P(Cl)(Cl)([Cl:31])=O. The catalyst is O.[OH-].[Na+]. The product is [Br:1][C:2]1[CH:11]=[C:10]2[C:5]([N:6]=[C:7]([Cl:31])[C:8]3[N:9]2[CH:12]=[CH:13][N:14]=3)=[CH:4][C:3]=1[C:16]([F:19])([F:18])[F:17]. The yield is 0.804. (5) The reactants are [C:1]([O:5][C:6]([N:8]1[CH2:12][CH2:11][C@@H:10]([C:13](O)=[O:14])[CH2:9]1)=[O:7])([CH3:4])([CH3:3])[CH3:2].B.C1COCC1. The catalyst is C1COCC1. The product is [OH:14][CH2:13][C@@H:10]1[CH2:11][CH2:12][N:8]([C:6]([O:5][C:1]([CH3:4])([CH3:3])[CH3:2])=[O:7])[CH2:9]1. The yield is 0.910.